Dataset: Peptide-MHC class I binding affinity with 185,985 pairs from IEDB/IMGT. Task: Regression. Given a peptide amino acid sequence and an MHC pseudo amino acid sequence, predict their binding affinity value. This is MHC class I binding data. (1) The peptide sequence is RPDTRYVLM. The MHC is HLA-B53:01 with pseudo-sequence HLA-B53:01. The binding affinity (normalized) is 0.216. (2) The peptide sequence is RVKEKYQHL. The MHC is HLA-A02:01 with pseudo-sequence HLA-A02:01. The binding affinity (normalized) is 0.